This data is from NCI-60 drug combinations with 297,098 pairs across 59 cell lines. The task is: Regression. Given two drug SMILES strings and cell line genomic features, predict the synergy score measuring deviation from expected non-interaction effect. (1) Drug 1: CC1C(C(CC(O1)OC2CC(CC3=C2C(=C4C(=C3O)C(=O)C5=C(C4=O)C(=CC=C5)OC)O)(C(=O)C)O)N)O.Cl. Drug 2: C1CC(C1)(C(=O)O)C(=O)O.[NH2-].[NH2-].[Pt+2]. Cell line: SF-295. Synergy scores: CSS=30.0, Synergy_ZIP=-7.48, Synergy_Bliss=-6.92, Synergy_Loewe=-10.5, Synergy_HSA=-3.21. (2) Drug 1: CC1C(C(CC(O1)OC2CC(OC(C2O)C)OC3=CC4=CC5=C(C(=O)C(C(C5)C(C(=O)C(C(C)O)O)OC)OC6CC(C(C(O6)C)O)OC7CC(C(C(O7)C)O)OC8CC(C(C(O8)C)O)(C)O)C(=C4C(=C3C)O)O)O)O. Drug 2: CS(=O)(=O)OCCCCOS(=O)(=O)C. Cell line: HT29. Synergy scores: CSS=9.16, Synergy_ZIP=0.936, Synergy_Bliss=2.77, Synergy_Loewe=-46.8, Synergy_HSA=0.613. (3) Drug 1: CC1=C2C(C(=O)C3(C(CC4C(C3C(C(C2(C)C)(CC1OC(=O)C(C(C5=CC=CC=C5)NC(=O)OC(C)(C)C)O)O)OC(=O)C6=CC=CC=C6)(CO4)OC(=O)C)O)C)O. Drug 2: C1C(C(OC1N2C=NC3=C2NC=NCC3O)CO)O. Cell line: A498. Synergy scores: CSS=3.68, Synergy_ZIP=-0.976, Synergy_Bliss=-0.207, Synergy_Loewe=-34.5, Synergy_HSA=-1.25. (4) Drug 1: CC(C1=C(C=CC(=C1Cl)F)Cl)OC2=C(N=CC(=C2)C3=CN(N=C3)C4CCNCC4)N. Drug 2: COC1=C(C=C2C(=C1)N=CN=C2NC3=CC(=C(C=C3)F)Cl)OCCCN4CCOCC4. Cell line: OVCAR-8. Synergy scores: CSS=39.1, Synergy_ZIP=3.84, Synergy_Bliss=8.86, Synergy_Loewe=7.97, Synergy_HSA=9.36. (5) Drug 1: CNC(=O)C1=NC=CC(=C1)OC2=CC=C(C=C2)NC(=O)NC3=CC(=C(C=C3)Cl)C(F)(F)F. Drug 2: CC1C(C(CC(O1)OC2CC(CC3=C2C(=C4C(=C3O)C(=O)C5=C(C4=O)C(=CC=C5)OC)O)(C(=O)CO)O)N)O.Cl. Cell line: SW-620. Synergy scores: CSS=48.4, Synergy_ZIP=0.184, Synergy_Bliss=0.195, Synergy_Loewe=-12.3, Synergy_HSA=1.47. (6) Cell line: HS 578T. Drug 2: COCCOC1=C(C=C2C(=C1)C(=NC=N2)NC3=CC=CC(=C3)C#C)OCCOC.Cl. Synergy scores: CSS=28.9, Synergy_ZIP=7.87, Synergy_Bliss=7.06, Synergy_Loewe=-12.2, Synergy_HSA=8.72. Drug 1: CC1=C2C(C(=O)C3(C(CC4C(C3C(C(C2(C)C)(CC1OC(=O)C(C(C5=CC=CC=C5)NC(=O)OC(C)(C)C)O)O)OC(=O)C6=CC=CC=C6)(CO4)OC(=O)C)O)C)O. (7) Cell line: 786-0. Drug 1: C1=CC(=CC=C1CCC2=CNC3=C2C(=O)NC(=N3)N)C(=O)NC(CCC(=O)O)C(=O)O. Drug 2: C1=CC(=CC=C1C#N)C(C2=CC=C(C=C2)C#N)N3C=NC=N3. Synergy scores: CSS=12.4, Synergy_ZIP=-4.12, Synergy_Bliss=-8.18, Synergy_Loewe=-17.5, Synergy_HSA=-6.14.